From a dataset of Forward reaction prediction with 1.9M reactions from USPTO patents (1976-2016). Predict the product of the given reaction. (1) The product is: [CH3:1][O:2][C:3]([C:4]1[S:18][C:16]([CH3:17])=[N:19][C:5]=1[C:7]1[CH:12]=[CH:11][C:10]([F:13])=[CH:9][CH:8]=1)=[O:15]. Given the reactants [CH3:1][O:2][C:3](=[O:15])[CH:4](Cl)[C:5]([C:7]1[CH:12]=[CH:11][C:10]([F:13])=[CH:9][CH:8]=1)=O.[C:16]([NH2:19])(=[S:18])[CH3:17], predict the reaction product. (2) Given the reactants Cl[C:2]1[N:7]=[CH:6][C:5]([C:8]2[S:12][C:11]([N+:13]([O-:15])=[O:14])=[C:10]([C:16]([NH2:18])=[O:17])[CH:9]=2)=[CH:4][CH:3]=1.[CH3:19][N:20]1[C:24](B2OC(C)(C)C(C)(C)O2)=[CH:23][CH:22]=[N:21]1, predict the reaction product. The product is: [CH3:19][N:20]1[C:24]([C:2]2[N:7]=[CH:6][C:5]([C:8]3[S:12][C:11]([N+:13]([O-:15])=[O:14])=[C:10]([C:16]([NH2:18])=[O:17])[CH:9]=3)=[CH:4][CH:3]=2)=[CH:23][CH:22]=[N:21]1. (3) Given the reactants FC(F)(F)S(O[C:7]1[CH:16]=[C:15]2[C:10]([C:11]([NH:19][C:20]3[CH:25]=[CH:24][C:23]([S:26][C:27]4[N:28]([CH3:32])[CH:29]=[CH:30][N:31]=4)=[C:22]([Cl:33])[CH:21]=3)=[C:12]([C:17]#[N:18])[CH:13]=[N:14]2)=[CH:9][C:8]=1[O:34][CH3:35])(=O)=O.[CH2:38]([N:40]([CH2:59][CH3:60])[CH2:41][CH2:42][CH2:43]/[CH:44]=[CH:45]/[Sn](CCCC)(CCCC)CCCC)[CH3:39], predict the reaction product. The product is: [Cl:33][C:22]1[CH:21]=[C:20]([NH:19][C:11]2[C:10]3[C:15](=[CH:16][C:7](/[CH:45]=[CH:44]/[CH2:43][CH2:42][CH2:41][N:40]([CH2:38][CH3:39])[CH2:59][CH3:60])=[C:8]([O:34][CH3:35])[CH:9]=3)[N:14]=[CH:13][C:12]=2[C:17]#[N:18])[CH:25]=[CH:24][C:23]=1[S:26][C:27]1[N:28]([CH3:32])[CH:29]=[CH:30][N:31]=1. (4) Given the reactants Br[CH2:2][CH2:3][N:4]([N:13]1[CH:17]=[N:16][N:15]=[CH:14]1)[C:5]1[CH:12]=[CH:11][C:8]([C:9]#[N:10])=[CH:7][CH:6]=1.[O:18]([C:26]1[CH:27]=[C:28]([SH:32])[CH:29]=[CH:30][CH:31]=1)[Si](C(C)(C)C)(C)C.C(=O)([O-])[O-].[K+].[K+].C(OCC)(=O)C, predict the reaction product. The product is: [OH:18][C:26]1[CH:27]=[C:28]([S:32][CH2:2][CH2:3][N:4]([N:13]2[CH:17]=[N:16][N:15]=[CH:14]2)[C:5]2[CH:12]=[CH:11][C:8]([C:9]#[N:10])=[CH:7][CH:6]=2)[CH:29]=[CH:30][CH:31]=1. (5) Given the reactants Cl.[N:2]1([C:12]([O:14][C:15]([CH3:18])([CH3:17])[CH3:16])=[O:13])[CH2:7][CH2:6][NH:5][CH:4]([C:8]([O:10][CH3:11])=[O:9])[CH2:3]1.[C:19]([O:23][CH3:24])(=[O:22])[CH:20]=[CH2:21], predict the reaction product. The product is: [CH3:24][O:23][C:19](=[O:22])[CH2:20][CH2:21][N:5]1[CH2:6][CH2:7][N:2]([C:12]([O:14][C:15]([CH3:18])([CH3:17])[CH3:16])=[O:13])[CH2:3][CH:4]1[C:8]([O:10][CH3:11])=[O:9]. (6) Given the reactants Br[C:2]1[CH:7]=[CH:6][N:5]=[C:4]([NH:8][C:9](=[O:15])[O:10][C:11]([CH3:14])([CH3:13])[CH3:12])[CH:3]=1.C([O-])(=O)C.[K+].[B:21]1([B:21]2[O:25][C:24]([CH3:27])([CH3:26])[C:23]([CH3:29])([CH3:28])[O:22]2)[O:25][C:24]([CH3:27])([CH3:26])[C:23]([CH3:29])([CH3:28])[O:22]1.[Cl-].[NH4+], predict the reaction product. The product is: [CH3:28][C:23]1([CH3:29])[C:24]([CH3:27])([CH3:26])[O:25][B:21]([C:2]2[CH:7]=[CH:6][N:5]=[C:4]([NH:8][C:9](=[O:15])[O:10][C:11]([CH3:14])([CH3:13])[CH3:12])[CH:3]=2)[O:22]1.